This data is from Catalyst prediction with 721,799 reactions and 888 catalyst types from USPTO. The task is: Predict which catalyst facilitates the given reaction. Reactant: [H-].[Na+].[F:3][C:4]([F:19])([F:18])[C:5]1[CH:6]=[CH:7][CH:8]=[C:9]([NH:11][C:12]#[C:13][Si](C)(C)C)[CH:10]=1. Product: [F:3][C:4]([F:19])([F:18])[C:5]1[CH:10]=[C:9]2[C:8]([CH:13]=[CH:12][NH:11]2)=[CH:7][CH:6]=1. The catalyst class is: 14.